The task is: Predict the reaction yield, written as a fraction of the theoretical maximum amount of product (1.0 means a 100% yield; for example, 0.34 means a 34% yield).. This data is from Reaction yield outcomes from USPTO patents with 853,638 reactions. (1) The reactants are [Cl:1][C:2]1[N:7]=[C:6]([C:8]2[S:12][C:11]([C:13]([CH3:16])([CH3:15])[CH3:14])=[N:10][C:9]=2[C:17]2[CH:18]=[CH:19][C:20]([F:30])=[C:21]([NH:23]C(=O)OCC=C)[CH:22]=2)[CH:5]=[CH:4][N:3]=1.CC(O)=O.C([SnH](CCCC)CCCC)CCC. The catalyst is C(Cl)Cl.Cl[Pd](Cl)([P](C1C=CC=CC=1)(C1C=CC=CC=1)C1C=CC=CC=1)[P](C1C=CC=CC=1)(C1C=CC=CC=1)C1C=CC=CC=1. The product is [Cl:1][C:2]1[N:7]=[C:6]([C:8]2[S:12][C:11]([C:13]([CH3:16])([CH3:15])[CH3:14])=[N:10][C:9]=2[C:17]2[CH:18]=[CH:19][C:20]([F:30])=[C:21]([CH:22]=2)[NH2:23])[CH:5]=[CH:4][N:3]=1. The yield is 0.644. (2) The yield is 0.600. The catalyst is CN(C)C(=O)C. The product is [CH2:48]([NH:51][C:26](=[O:28])[C:25]1[CH:29]=[CH:30][C:31]([CH3:32])=[C:23]([N:6]2[C:7](=[O:22])[C:8]([Cl:21])=[C:9]([O:11][CH2:12][C:13]3[CH:18]=[CH:17][C:16]([F:19])=[CH:15][C:14]=3[F:20])[N:10]=[C:5]2[NH:4][CH2:1][CH:2]=[CH2:3])[CH:24]=1)[CH:49]=[CH2:50]. The reactants are [CH2:1]([NH:4][C:5]1[N:6]([C:23]2[CH:24]=[C:25]([CH:29]=[CH:30][C:31]=2[CH3:32])[C:26]([OH:28])=O)[C:7](=[O:22])[C:8]([Cl:21])=[C:9]([O:11][CH2:12][C:13]2[CH:18]=[CH:17][C:16]([F:19])=[CH:15][C:14]=2[F:20])[N:10]=1)[CH:2]=[CH2:3].ClC(OCC(C)C)=O.CN1CCOCC1.[CH2:48]([NH2:51])[CH:49]=[CH2:50]. (3) The reactants are C[O:2][CH:3](OC)[CH2:4][O:5][CH:6]1[CH2:11][CH2:10][CH2:9][CH2:8][CH2:7]1.S(=O)(=O)(O)O. The catalyst is O. The product is [CH:6]1([O:5][CH2:4][CH:3]=[O:2])[CH2:11][CH2:10][CH2:9][CH2:8][CH2:7]1. The yield is 0.510.